This data is from Reaction yield outcomes from USPTO patents with 853,638 reactions. The task is: Predict the reaction yield, written as a fraction of the theoretical maximum amount of product (1.0 means a 100% yield; for example, 0.34 means a 34% yield). (1) The reactants are [CH3:1][C:2]1[N:3]([C:8]2[CH:12]=[C:11]([C:13](=[O:18])N(OC)C)[N:10]([CH2:19][CH2:20][NH:21][C:22](=[O:28])[O:23][C:24]([CH3:27])([CH3:26])[CH3:25])[N:9]=2)[C:4]([CH3:7])=[CH:5][CH:6]=1.[CH3:29][Mg+].[Br-]. The catalyst is C1COCC1. The product is [C:13]([C:11]1[N:10]([CH2:19][CH2:20][NH:21][C:22](=[O:28])[O:23][C:24]([CH3:26])([CH3:25])[CH3:27])[N:9]=[C:8]([N:3]2[C:4]([CH3:7])=[CH:5][CH:6]=[C:2]2[CH3:1])[CH:12]=1)(=[O:18])[CH3:29]. The yield is 0.780. (2) The reactants are FC(F)(F)C(O)=O.[CH2:8]([O:28][C:29]([CH3:38])([CH3:37])[C:30]([O:32]C(C)(C)C)=[O:31])[CH2:9][CH2:10][CH2:11]/[CH:12]=[CH:13]\[CH2:14]/[CH:15]=[CH:16]\[CH2:17]/[CH:18]=[CH:19]\[CH2:20]/[CH:21]=[CH:22]\[CH2:23]/[CH:24]=[CH:25]\[CH2:26][CH3:27].O. The catalyst is ClCCl.CCCCCCC. The product is [CH2:8]([O:28][C:29]([CH3:37])([CH3:38])[C:30]([OH:32])=[O:31])[CH2:9][CH2:10][CH2:11]/[CH:12]=[CH:13]\[CH2:14]/[CH:15]=[CH:16]\[CH2:17]/[CH:18]=[CH:19]\[CH2:20]/[CH:21]=[CH:22]\[CH2:23]/[CH:24]=[CH:25]\[CH2:26][CH3:27]. The yield is 0.0800. (3) The reactants are [C:1]([O:5][C:6]([NH:8][C:9]([CH3:14])([CH3:13])[C:10](O)=[O:11])=[O:7])([CH3:4])([CH3:3])[CH3:2].C(OC(OC(C)(C)C)=O)(OC(C)(C)C)=O.[N:30]1C=CC=CC=1.N. The catalyst is C(#N)C. The product is [NH2:30][C:10](=[O:11])[C:9]([NH:8][C:6](=[O:7])[O:5][C:1]([CH3:4])([CH3:3])[CH3:2])([CH3:14])[CH3:13]. The yield is 0.880. (4) The catalyst is C1COCC1. The product is [CH3:7][O:8][C:9]1[CH:10]=[C:11]([C:15]2[C:16]([C:29]3[CH:34]=[CH:33][CH:32]=[CH:31][CH:30]=3)=[N:17][C:18]3[C:23]([N:24]=2)=[CH:22][C:21]([CH2:25][OH:26])=[CH:20][CH:19]=3)[CH:12]=[CH:13][CH:14]=1. The reactants are [H-].[H-].[H-].[H-].[Li+].[Al+3].[CH3:7][O:8][C:9]1[CH:10]=[C:11]([C:15]2[C:16]([C:29]3[CH:34]=[CH:33][CH:32]=[CH:31][CH:30]=3)=[N:17][C:18]3[C:23]([N:24]=2)=[CH:22][C:21]([C:25](OC)=[O:26])=[CH:20][CH:19]=3)[CH:12]=[CH:13][CH:14]=1. The yield is 0.650. (5) The reactants are [Cl:1][C:2]1[CH:10]=[C:9]2[C:5]([CH:6]=[N:7][N:8]2[C:11]2[CH:16]=[CH:15][C:14]([F:17])=[CH:13][CH:12]=2)=[CH:4][C:3]=1[O:18][CH:19]([C:23]1[CH:28]=[CH:27][C:26]([F:29])=[CH:25][CH:24]=1)[CH:20]([NH2:22])[CH3:21].[F:30][C:31]([F:42])([F:41])[C:32](O[C:32](=[O:33])[C:31]([F:42])([F:41])[F:30])=[O:33].O.CC#N. The catalyst is CC#N. The product is [Cl:1][C:2]1[CH:10]=[C:9]2[C:5]([CH:6]=[N:7][N:8]2[C:11]2[CH:12]=[CH:13][C:14]([F:17])=[CH:15][CH:16]=2)=[CH:4][C:3]=1[O:18][CH:19]([C:23]1[CH:24]=[CH:25][C:26]([F:29])=[CH:27][CH:28]=1)[CH:20]([NH:22][C:32](=[O:33])[C:31]([F:42])([F:41])[F:30])[CH3:21]. The yield is 0.820. (6) The reactants are [Br:1][C:2]1[CH:7]=[CH:6][C:5]([N:8]2[CH:12]=[CH:11][C:10](/[CH:13]=[CH:14]/[C:15]([O:17][CH2:18][CH3:19])=[O:16])=[C:9]2[C:20]2[CH:25]=[CH:24][C:23]([C:26](=[O:28])[NH2:27])=[CH:22][C:21]=2[CH3:29])=[CH:4][CH:3]=1.[BH4-].[Na+]. The catalyst is C(O)C. The product is [Br:1][C:2]1[CH:3]=[CH:4][C:5]([N:8]2[CH:12]=[CH:11][C:10]([CH2:13][CH2:14][C:15]([O:17][CH2:18][CH3:19])=[O:16])=[C:9]2[C:20]2[CH:25]=[CH:24][C:23]([C:26](=[O:28])[NH2:27])=[CH:22][C:21]=2[CH3:29])=[CH:6][CH:7]=1. The yield is 0.250. (7) The reactants are C(=O)([O-])[O-].[Cs+].[Cs+].[F:7][C:8]1[CH:9]=[C:10]2[C:15](=[CH:16][C:17]=1[OH:18])[N:14]=[CH:13][N:12]=[C:11]2[NH:19][C:20]1[CH:24]=[C:23]([CH2:25][C:26]([NH:28][C:29]2[CH:34]=[CH:33][CH:32]=[C:31]([F:35])[CH:30]=2)=[O:27])[NH:22][N:21]=1.Br[CH2:37][CH2:38][CH2:39][Cl:40].O. The catalyst is CN(C)C=O.ClCCl. The product is [Cl:40][CH2:39][CH2:38][CH2:37][O:18][C:17]1[CH:16]=[C:15]2[C:10]([C:11]([NH:19][C:20]3[CH:24]=[C:23]([CH2:25][C:26]([NH:28][C:29]4[CH:34]=[CH:33][CH:32]=[C:31]([F:35])[CH:30]=4)=[O:27])[NH:22][N:21]=3)=[N:12][CH:13]=[N:14]2)=[CH:9][C:8]=1[F:7]. The yield is 0.570. (8) The reactants are Br[C:2]1[CH:3]=[C:4]([O:9][CH:10]([C:12]2[C:17]([Cl:18])=[CH:16][CH:15]=[C:14]([F:19])[C:13]=2[Cl:20])[CH3:11])[C:5]([NH2:8])=[N:6][CH:7]=1.[CH3:21][N:22](C=O)C. The catalyst is O.[C-]#N.[C-]#N.[Zn+2].C1C=CC(/C=C/C(/C=C/C2C=CC=CC=2)=O)=CC=1.C1C=CC(/C=C/C(/C=C/C2C=CC=CC=2)=O)=CC=1.C1C=CC(/C=C/C(/C=C/C2C=CC=CC=2)=O)=CC=1.[Pd].[Pd].C1C=CC(P(C2C=CC=CC=2)[C-]2C=CC=C2)=CC=1.C1C=CC(P(C2C=CC=CC=2)[C-]2C=CC=C2)=CC=1.[Fe+2]. The product is [NH2:8][C:5]1[C:4]([O:9][CH:10]([C:12]2[C:17]([Cl:18])=[CH:16][CH:15]=[C:14]([F:19])[C:13]=2[Cl:20])[CH3:11])=[CH:3][C:2]([C:21]#[N:22])=[CH:7][N:6]=1. The yield is 0.970.